Dataset: Catalyst prediction with 721,799 reactions and 888 catalyst types from USPTO. Task: Predict which catalyst facilitates the given reaction. (1) Reactant: [CH2:1]([O:8][C@H:9]1[C@H:14]([O:15][CH2:16][C:17]2[CH:22]=[CH:21][CH:20]=[CH:19][CH:18]=2)[C@H:13]([O:23][CH2:24][C:25]2[CH:30]=[CH:29][CH:28]=[CH:27][CH:26]=2)[C@@H:12](F)[O:11][C@@H:10]1[CH2:32][O:33][CH2:34][C:35]1[CH:40]=[CH:39][CH:38]=[CH:37][CH:36]=1)[C:2]1[CH:7]=[CH:6][CH:5]=[CH:4][CH:3]=1.[N:41]1[CH:46]=[CH:45][CH:44]=[CH:43][C:42]=1[SH:47].B(F)(F)F. Product: [CH2:24]([O:23][C@H:13]1[C@@H:14]([O:15][CH2:16][C:17]2[CH:22]=[CH:21][CH:20]=[CH:19][CH:18]=2)[C@H:9]([O:8][CH2:1][C:2]2[CH:3]=[CH:4][CH:5]=[CH:6][CH:7]=2)[C@@H:10]([CH2:32][O:33][CH2:34][C:35]2[CH:36]=[CH:37][CH:38]=[CH:39][CH:40]=2)[O:11][C@@H:12]1[S:47][C:42]1[CH:43]=[CH:44][CH:45]=[CH:46][N:41]=1)[C:25]1[CH:26]=[CH:27][CH:28]=[CH:29][CH:30]=1. The catalyst class is: 2. (2) Reactant: C(O[C:4](=[O:9])[C:5]([F:8])([F:7])[F:6])C.[CH2:10]([NH2:13])[CH:11]=[CH2:12].C(N(CC)C(C)C)(C)C. Product: [F:8][C:5]([F:6])([F:7])[C:4]([NH:13][CH2:10][CH:11]=[CH2:12])=[O:9]. The catalyst class is: 5. (3) Reactant: [OH:1][C:2]1[CH:7]=[CH:6][CH:5]=[CH:4][C:3]=1[NH:8][C:9](=[O:11])[CH3:10].[O:12]1[CH2:14][C@H:13]1[CH2:15]OS(C1C=CC=C([N+]([O-])=O)C=1)(=O)=O.C(=O)([O-])[O-].[Cs+].[Cs+]. Product: [O:12]1[CH2:14][C@H:13]1[CH2:15][O:1][C:2]1[CH:7]=[CH:6][CH:5]=[CH:4][C:3]=1[NH:8][C:9](=[O:11])[CH3:10]. The catalyst class is: 9. (4) Reactant: [OH:1][CH2:2][CH:3]1[CH2:8][CH2:7][N:6]([C:9]([O:11][C:12]([CH3:15])([CH3:14])[CH3:13])=[O:10])[CH2:5][CH2:4]1.C(N(CC)CC)C.[CH3:23][S:24](Cl)(=[O:26])=[O:25]. Product: [CH3:23][S:24]([O:1][CH2:2][CH:3]1[CH2:8][CH2:7][N:6]([C:9]([O:11][C:12]([CH3:15])([CH3:14])[CH3:13])=[O:10])[CH2:5][CH2:4]1)(=[O:26])=[O:25]. The catalyst class is: 2. (5) The catalyst class is: 19. Product: [O:1]=[CH:2][C@@H:3]([C@H:5]([C@@H:7]([C@@H:9]([CH2:11][OH:12])[OH:10])[OH:8])[OH:6])[OH:4]. Reactant: [O:1](CC1C=CC(N)=CC=1)[C@@H:2]1[O:10][C@H:9]([CH2:11][OH:12])[C@@H:7]([OH:8])[C@H:5]([OH:6])[C@H:3]1[OH:4]. (6) Reactant: [C:1]([C:5]1[C:9]([C:10]#[N:11])=[C:8](Cl)[S:7][N:6]=1)([CH3:4])([CH3:3])[CH3:2].[CH3:13][C:14]1[CH:20]=[C:19]([OH:21])[C:18]([CH3:22])=[CH:17][C:15]=1[NH2:16].C(=O)([O-])[O-].[K+].[K+]. Product: [NH2:16][C:15]1[C:14]([CH3:13])=[CH:20][C:19]([O:21][C:8]2[S:7][N:6]=[C:5]([C:1]([CH3:4])([CH3:3])[CH3:2])[C:9]=2[C:10]#[N:11])=[C:18]([CH3:22])[CH:17]=1. The catalyst class is: 3.